Task: Predict the reactants needed to synthesize the given product.. Dataset: Full USPTO retrosynthesis dataset with 1.9M reactions from patents (1976-2016) (1) Given the product [C:18]([O:17][C:16](=[O:22])[NH:15][O:14][S:10]([C:3]1[C:4]([CH3:9])=[CH:5][C:6]([CH3:8])=[CH:7][C:2]=1[CH3:1])(=[O:12])=[O:11])([CH3:21])([CH3:20])[CH3:19], predict the reactants needed to synthesize it. The reactants are: [CH3:1][C:2]1[CH:7]=[C:6]([CH3:8])[CH:5]=[C:4]([CH3:9])[C:3]=1[S:10](Cl)(=[O:12])=[O:11].[OH:14][NH:15][C:16](=[O:22])[O:17][C:18]([CH3:21])([CH3:20])[CH3:19].C(N(CC)CC)C. (2) Given the product [CH2:1]([N:8]1[CH2:13][CH2:12][CH2:11][C@H:10]([N:14]([CH3:15])[C:17]2[N:22]=[CH:21][N:20]=[C:19]3[N:23]([CH2:26][O:27][CH2:28][CH2:29][Si:30]([CH3:33])([CH3:32])[CH3:31])[N:24]=[CH:25][C:18]=23)[CH2:9]1)[C:2]1[CH:3]=[CH:4][CH:5]=[CH:6][CH:7]=1, predict the reactants needed to synthesize it. The reactants are: [CH2:1]([N:8]1[CH2:13][CH2:12][CH2:11][C@H:10]([NH:14][CH3:15])[CH2:9]1)[C:2]1[CH:7]=[CH:6][CH:5]=[CH:4][CH:3]=1.Cl[C:17]1[N:22]=[CH:21][N:20]=[C:19]2[N:23]([CH2:26][O:27][CH2:28][CH2:29][Si:30]([CH3:33])([CH3:32])[CH3:31])[N:24]=[CH:25][C:18]=12.CCN(C(C)C)C(C)C. (3) Given the product [CH:1]1([CH:4]([C:11]2[CH:16]=[C:15]([O:17][CH2:18][C:19]3[CH:20]=[N:21][C:22]([C:30]4[CH:35]=[C:34]([O:36][CH3:37])[CH:33]=[CH:32][C:31]=4[F:38])=[C:23]([O:25][CH2:26][CH:27]([CH3:29])[CH3:28])[CH:24]=3)[N:14]=[CH:13][N:12]=2)[CH2:5][C:6]([OH:8])=[O:7])[CH2:2][CH2:3]1, predict the reactants needed to synthesize it. The reactants are: [CH:1]1([CH:4]([C:11]2[CH:16]=[C:15]([O:17][CH2:18][C:19]3[CH:20]=[N:21][C:22]([C:30]4[CH:35]=[C:34]([O:36][CH3:37])[CH:33]=[CH:32][C:31]=4[F:38])=[C:23]([O:25][CH2:26][CH:27]([CH3:29])[CH3:28])[CH:24]=3)[N:14]=[CH:13][N:12]=2)[CH2:5][C:6]([O:8]CC)=[O:7])[CH2:3][CH2:2]1.[OH-].[Na+].Cl. (4) Given the product [C:1]([C:5]1[C:6]([OH:16])=[C:7]([S:12]([NH:22][C:21]2[CH:23]=[CH:24][C:18]([I:17])=[CH:19][CH:20]=2)(=[O:14])=[O:13])[CH:8]=[C:9]([CH3:11])[CH:10]=1)([CH3:4])([CH3:3])[CH3:2], predict the reactants needed to synthesize it. The reactants are: [C:1]([C:5]1[C:6]([OH:16])=[C:7]([S:12](Cl)(=[O:14])=[O:13])[CH:8]=[C:9]([CH3:11])[CH:10]=1)([CH3:4])([CH3:3])[CH3:2].[I:17][C:18]1[CH:24]=[CH:23][C:21]([NH2:22])=[CH:20][CH:19]=1. (5) Given the product [CH3:1][O:2][C:3]1[CH:4]=[C:5]2[C:10](=[CH:11][C:12]=1[O:13][CH3:14])[N:9]=[C:47]([CH:44]1[CH2:45][CH2:46][NH:42][CH2:43]1)[N:7]=[C:6]2[N:21]1[CH2:22][CH2:23][N:24]([C:27]2[CH:32]=[CH:31][CH:30]=[CH:29][C:28]=2[O:33][CH3:34])[CH2:25][CH2:26]1, predict the reactants needed to synthesize it. The reactants are: [CH3:1][O:2][C:3]1[CH:4]=[C:5]2[C:10](=[CH:11][C:12]=1[O:13][CH3:14])[N:9]=C(C1CCNCC1)[N:7]=[C:6]2[N:21]1[CH2:26][CH2:25][N:24]([C:27]2[CH:32]=[CH:31][CH:30]=[CH:29][C:28]=2[O:33][CH3:34])[CH2:23][CH2:22]1.C(OC([N:42]1[CH2:46][CH2:45][CH:44]([C:47](O)=O)[CH2:43]1)=O)(C)(C)C. (6) Given the product [N:8]12[CH2:15][CH2:14][CH:11]([CH2:12][CH2:13]1)[C:10](=[O:16])[CH2:9][CH2:1]2, predict the reactants needed to synthesize it. The reactants are: [CH3:1][Si](C=[N+]=[N-])(C)C.[N:8]12[CH2:15][CH2:14][CH:11]([CH2:12][CH2:13]1)[C:10](=[O:16])[CH2:9]2.CO.C(=O)([O-])[O-].[Na+].[Na+]. (7) Given the product [C:1]([Si:5]([CH3:22])([CH3:21])[O:6][CH2:7][C@H:8]1[N:12]([C:13]([O:15][C:16]([CH3:19])([CH3:18])[CH3:17])=[O:14])[C:11](=[O:20])[C@H:10]([CH2:33][C:34]2[CH:39]=[CH:38][CH:37]=[CH:36][CH:35]=2)[CH2:9]1)([CH3:3])([CH3:2])[CH3:4], predict the reactants needed to synthesize it. The reactants are: [C:1]([Si:5]([CH3:22])([CH3:21])[O:6][CH2:7][C@H:8]1[N:12]([C:13]([O:15][C:16]([CH3:19])([CH3:18])[CH3:17])=[O:14])[C:11](=[O:20])[CH2:10][CH2:9]1)([CH3:4])([CH3:3])[CH3:2].C[Si](C)(C)[N-][Si](C)(C)C.[Li+].[CH2:33](Br)[C:34]1[CH:39]=[CH:38][CH:37]=[CH:36][CH:35]=1. (8) Given the product [CH3:14][S:15]([O:11][CH2:10][C@@H:9]([NH:8][C:6]1[CH:5]=[C:4]([Cl:13])[N:3]=[C:2]([Cl:1])[N:7]=1)[CH3:12])(=[O:17])=[O:16], predict the reactants needed to synthesize it. The reactants are: [Cl:1][C:2]1[N:7]=[C:6]([NH:8][C@@H:9]([CH3:12])[CH2:10][OH:11])[CH:5]=[C:4]([Cl:13])[N:3]=1.[CH3:14][S:15](Cl)(=[O:17])=[O:16].C(N(CC)CC)C.